Dataset: Reaction yield outcomes from USPTO patents with 853,638 reactions. Task: Predict the reaction yield, written as a fraction of the theoretical maximum amount of product (1.0 means a 100% yield; for example, 0.34 means a 34% yield). (1) The reactants are C([O:4][C:5]1[CH:10]=[CH:9][CH:8]=[CH:7][C:6]=1[C:11](=[O:31])[NH:12][C:13]1[CH:14]=[C:15]2[C:19](=[CH:20][CH:21]=1)[N:18](C(=O)C)[N:17]=[C:16]2[C:25]1[CH:30]=[CH:29][CH:28]=[CH:27][CH:26]=1)(=O)C.N.Cl. The catalyst is CO. The product is [OH:4][C:5]1[CH:10]=[CH:9][CH:8]=[CH:7][C:6]=1[C:11]([NH:12][C:13]1[CH:14]=[C:15]2[C:19](=[CH:20][CH:21]=1)[NH:18][N:17]=[C:16]2[C:25]1[CH:26]=[CH:27][CH:28]=[CH:29][CH:30]=1)=[O:31]. The yield is 0.570. (2) The reactants are Br[C:2]1[CH:29]=[C:28]([CH3:30])[C:5]([C:6]([N:8]2[C:16]3[C:11](=[N:12][CH:13]=[CH:14][CH:15]=3)[C:10]([C:17]3[CH:26]=[CH:25][C:20]([C:21]([O:23]C)=[O:22])=[CH:19][C:18]=3[F:27])=[N:9]2)=[O:7])=[C:4]([Cl:31])[CH:3]=1.[OH-:32].[K+].O.Cl. The catalyst is O1CCOCC1.C1C=CC(/C=C/C(/C=C/C2C=CC=CC=2)=O)=CC=1.C1C=CC(/C=C/C(/C=C/C2C=CC=CC=2)=O)=CC=1.C1C=CC(/C=C/C(/C=C/C2C=CC=CC=2)=O)=CC=1.[Pd].[Pd].CC(=O)OCC. The product is [Cl:31][C:4]1[CH:3]=[C:2]([OH:32])[CH:29]=[C:28]([CH3:30])[C:5]=1[C:6]([N:8]1[C:16]2[C:11](=[N:12][CH:13]=[CH:14][CH:15]=2)[C:10]([C:17]2[CH:26]=[CH:25][C:20]([C:21]([OH:23])=[O:22])=[CH:19][C:18]=2[F:27])=[N:9]1)=[O:7]. The yield is 0.800. (3) The catalyst is CO. The reactants are [NH2:1][C:2]1[N:7]=[CH:6][N:5]=[C:4]2[N:8]([C@@H:26]3[CH2:31][CH2:30][CH2:29][N:28]([C:32](=[O:36])[CH2:33][C:34]#[N:35])[CH2:27]3)[N:9]=[C:10]([C:11]3[CH:16]=[CH:15][C:14]([O:17][C:18]4[C:23]([F:24])=[CH:22][CH:21]=[CH:20][C:19]=4[F:25])=[CH:13][CH:12]=3)[C:3]=12.N1[CH2:42][CH2:41][CH2:40][CH2:39]C1.C1(C=O)CC1. The yield is 0.210. The product is [NH2:1][C:2]1[N:7]=[CH:6][N:5]=[C:4]2[N:8]([C@@H:26]3[CH2:31][CH2:30][CH2:29][N:28]([C:32]([C:33](=[CH:39][CH:40]4[CH2:42][CH2:41]4)[C:34]#[N:35])=[O:36])[CH2:27]3)[N:9]=[C:10]([C:11]3[CH:16]=[CH:15][C:14]([O:17][C:18]4[C:23]([F:24])=[CH:22][CH:21]=[CH:20][C:19]=4[F:25])=[CH:13][CH:12]=3)[C:3]=12. (4) The reactants are N[C:2]1[C:10]([CH3:11])=[CH:9][C:8]([CH3:12])=[CH:7][C:3]=1[C:4]([OH:6])=[O:5].[OH-].[Na+].N([O-])=O.[Na+].Cl.C([O-])(=O)C.[K+].CCOC([S-])=[S:29].[K+]. The catalyst is O. The product is [SH:29][C:2]1[C:10]([CH3:11])=[CH:9][C:8]([CH3:12])=[CH:7][C:3]=1[C:4]([OH:6])=[O:5]. The yield is 0.580. (5) The reactants are [Br:1][C:2]1[CH:3]=[C:4]([CH2:7][NH:8]C(=O)OC(C)(C)C)[O:5][CH:6]=1.[F:16][C:17]([F:22])([F:21])[C:18]([OH:20])=[O:19]. The catalyst is ClCCl. The product is [F:16][C:17]([F:22])([F:21])[C:18]([OH:20])=[O:19].[Br:1][C:2]1[CH:3]=[C:4]([CH2:7][NH2:8])[O:5][CH:6]=1. The yield is 0.810. (6) The reactants are [CH3:1][S:2]([C:5]1[CH:10]=[CH:9][C:8]([OH:11])=[CH:7][CH:6]=1)(=[O:4])=[O:3].C(O)(=O)C.[Br:16]Br.C([O-])(O)=O.[Na+]. The catalyst is CCOCC. The product is [Br:16][C:9]1[CH:10]=[C:5]([S:2]([CH3:1])(=[O:3])=[O:4])[CH:6]=[CH:7][C:8]=1[OH:11]. The yield is 0.436.